From a dataset of Forward reaction prediction with 1.9M reactions from USPTO patents (1976-2016). Predict the product of the given reaction. (1) Given the reactants [CH3:1][S:2]([C:5]1[CH:10]=[CH:9][C:8]([CH3:11])=[C:7]([N+:12]([O-])=O)[CH:6]=1)(=[O:4])=[O:3], predict the reaction product. The product is: [CH3:11][C:8]1[CH:9]=[CH:10][C:5]([S:2]([CH3:1])(=[O:4])=[O:3])=[CH:6][C:7]=1[NH2:12]. (2) Given the reactants [C:1]([C:3]1[CH:8]=[CH:7][C:6]([CH:9]2[N:14]3[N:15]=[C:16]([O:18][CH3:19])[N:17]=[C:13]3[NH:12][C:11]([CH3:20])=[C:10]2[C:21]([O:23][CH2:24][CH3:25])=[O:22])=[CH:5][CH:4]=1)#[N:2].[F:26][C:27]([F:38])([F:37])[C:28]1[CH:29]=[C:30](B(O)O)[CH:31]=[CH:32][CH:33]=1.N1C=CC=CC=1.C(N(CC)CC)C, predict the reaction product. The product is: [C:1]([C:3]1[CH:8]=[CH:7][C:6]([CH:9]2[N:14]3[N:15]=[C:16]([O:18][CH3:19])[N:17]=[C:13]3[N:12]([C:32]3[CH:31]=[CH:30][CH:29]=[C:28]([C:27]([F:38])([F:37])[F:26])[CH:33]=3)[C:11]([CH3:20])=[C:10]2[C:21]([O:23][CH2:24][CH3:25])=[O:22])=[CH:5][CH:4]=1)#[N:2].